The task is: Regression. Given a peptide amino acid sequence and an MHC pseudo amino acid sequence, predict their binding affinity value. This is MHC class II binding data.. This data is from Peptide-MHC class II binding affinity with 134,281 pairs from IEDB. (1) The peptide sequence is TVWAQSADFPQFKPE. The MHC is DRB3_0101 with pseudo-sequence DRB3_0101. The binding affinity (normalized) is 0.266. (2) The peptide sequence is PGDSLAEVELRQHGS. The MHC is HLA-DQA10104-DQB10503 with pseudo-sequence HLA-DQA10104-DQB10503. The binding affinity (normalized) is 0.0372. (3) The peptide sequence is EKKYFAATQFEPLAL. The MHC is HLA-DPA10301-DPB10402 with pseudo-sequence HLA-DPA10301-DPB10402. The binding affinity (normalized) is 1.00.